This data is from Full USPTO retrosynthesis dataset with 1.9M reactions from patents (1976-2016). The task is: Predict the reactants needed to synthesize the given product. (1) Given the product [C:6]([N:8]1[CH2:12][C:11](=[N:13][O:14][CH2:15][C:16]2[CH:21]=[CH:20][C:19]([Cl:22])=[C:18]([Cl:23])[CH:17]=2)[CH2:10][C@H:9]1[C:24]([NH:37][CH2:36][C:32]1[O:31][CH:35]=[CH:34][CH:33]=1)=[O:26])(=[O:7])[CH3:27], predict the reactants needed to synthesize it. The reactants are: C(O[C:6]([N:8]1[CH2:12][C:11](=[N:13][O:14][CH2:15][C:16]2[CH:21]=[CH:20][C:19]([Cl:22])=[C:18]([Cl:23])[CH:17]=2)[CH2:10][C@H:9]1[C:24]([OH:26])=O)=[O:7])(C)(C)C.[C:27](Cl)(=O)C.[O:31]1[CH:35]=[CH:34][CH:33]=[C:32]1[CH2:36][NH2:37]. (2) Given the product [Br:12][C:5]1[CH:6]=[C:7]([CH2:10][O:26]/[N:25]=[CH:24]/[C:17]2[C:18]3[C:23](=[CH:22][CH:21]=[CH:20][CH:19]=3)[N:15]([CH3:14])[C:16]=2[CH3:27])[CH:8]=[CH:9][C:4]=1[C:3]([OH:2])=[O:13], predict the reactants needed to synthesize it. The reactants are: C[O:2][C:3](=[O:13])[C:4]1[CH:9]=[CH:8][C:7]([CH2:10]Br)=[CH:6][C:5]=1[Br:12].[CH3:14][N:15]1[C:23]2[C:18](=[CH:19][CH:20]=[CH:21][CH:22]=2)[C:17]([CH:24]=[N:25][OH:26])=[C:16]1[CH3:27]. (3) Given the product [Br:1][C:2]1[CH:3]=[CH:4][C:5]([CH2:8][C:9]([N:17]([CH2:18][CH2:19][N:20]2[CH2:25][CH2:24][CH2:23][CH2:22][CH2:21]2)[CH3:16])=[O:11])=[CH:6][CH:7]=1, predict the reactants needed to synthesize it. The reactants are: [Br:1][C:2]1[CH:7]=[CH:6][C:5]([CH2:8][C:9]([OH:11])=O)=[CH:4][CH:3]=1.S(Cl)(Cl)=O.[CH3:16][NH:17][CH2:18][CH2:19][N:20]1[CH2:25][CH2:24][CH2:23][CH2:22][CH2:21]1.C(N(CC)CC)C. (4) Given the product [C:1]([CH:3]([C:15]([C:12]1[S:11][N:10]=[C:9]([Cl:8])[C:13]=1[Cl:14])=[O:16])[C:4]([O:6][CH3:7])=[O:5])#[N:2], predict the reactants needed to synthesize it. The reactants are: [C:1]([CH2:3][C:4]([O:6][CH3:7])=[O:5])#[N:2].[Cl:8][C:9]1[C:13]([Cl:14])=[C:12]([C:15](Cl)=[O:16])[S:11][N:10]=1.Cl.